Dataset: Full USPTO retrosynthesis dataset with 1.9M reactions from patents (1976-2016). Task: Predict the reactants needed to synthesize the given product. (1) Given the product [CH3:26][O:25][C:22]1[CH:21]=[CH:20][C:19]([C:18]2[C:11]3[C:10]([O:7][C@H:5]([CH3:6])[C@H:4]([OH:8])[CH3:3])=[N:15][CH:14]=[N:13][C:12]=3[O:16][C:17]=2[C:27]2[CH:28]=[CH:29][CH:30]=[CH:31][CH:32]=2)=[CH:24][CH:23]=1, predict the reactants needed to synthesize it. The reactants are: [OH-].[Na+].[CH3:3][C@@H:4]([OH:8])[C@H:5]([OH:7])[CH3:6].Cl[C:10]1[C:11]2[C:18]([C:19]3[CH:24]=[CH:23][C:22]([O:25][CH3:26])=[CH:21][CH:20]=3)=[C:17]([C:27]3[CH:32]=[CH:31][CH:30]=[CH:29][CH:28]=3)[O:16][C:12]=2[N:13]=[CH:14][N:15]=1.Cl. (2) The reactants are: [OH-].[K+].[CH3:3][C:4]1[C:13]2[C:8](=[C:9]([C:18](=[O:20])[CH3:19])[C:10]([O:14][CH2:15][C:16]#[CH:17])=[CH:11][CH:12]=2)[O:7][C:6](=[O:21])[CH:5]=1.[CH3:22][O:23][C:24]1[CH:25]=[C:26]([CH:29]=[CH:30][CH:31]=1)[CH:27]=O. Given the product [CH3:3][C:4]1[C:13]2[C:8](=[C:9]([C:18](=[O:20])[CH:19]=[CH:27][C:26]3[CH:29]=[CH:30][CH:31]=[C:24]([O:23][CH3:22])[CH:25]=3)[C:10]([O:14][CH2:15][C:16]#[CH:17])=[CH:11][CH:12]=2)[O:7][C:6](=[O:21])[CH:5]=1, predict the reactants needed to synthesize it. (3) Given the product [CH3:1][N:2]1[C@@H:18]2[CH2:19][C:7]3=[CH:8][CH:9]=[C:10]([OH:22])[C:11]4[O:12][C@H:13]5[C:14]([CH2:15][CH2:16][C@:17]2([OH:28])[C@:5]5([C:6]=43)[CH2:4][CH2:3]1)=[O:20], predict the reactants needed to synthesize it. The reactants are: [CH3:1][N:2]1[C@@H:18]2[CH2:19][C:7]3[CH:8]=[CH:9][C:10]([OH:22])=[C:11]4[O:12][C@H:13]5[C:14]([O:20]C)=[CH:15][CH:16]=[C:17]2[C@:5]5([C:6]=34)[CH2:4][CH2:3]1.OO.CC([OH:28])C. (4) Given the product [NH2:1][C:2]1[N:3]=[CH:4][N:5]=[C:6]([NH:27][C@H:28]([C:30]2[N:35]([C:36]3[CH:41]=[CH:40][CH:39]=[CH:38][CH:37]=3)[C:34](=[O:42])[C:33]3=[C:43]([CH3:46])[CH:44]=[CH:45][N:32]3[N:31]=2)[CH3:29])[C:7]=1[C:8]1[CH:13]=[CH:12][C:11]([N:14]2[CH2:15][CH2:16][NH:17][CH2:18][CH2:19]2)=[CH:10][CH:9]=1, predict the reactants needed to synthesize it. The reactants are: [NH2:1][C:2]1[C:7]([C:8]2[CH:13]=[CH:12][C:11]([N:14]3[CH2:19][CH2:18][N:17](C(OC(C)(C)C)=O)[CH2:16][CH2:15]3)=[CH:10][CH:9]=2)=[C:6]([NH:27][C@H:28]([C:30]2[N:35]([C:36]3[CH:41]=[CH:40][CH:39]=[CH:38][CH:37]=3)[C:34](=[O:42])[C:33]3=[C:43]([CH3:46])[CH:44]=[CH:45][N:32]3[N:31]=2)[CH3:29])[N:5]=[CH:4][N:3]=1.Cl. (5) Given the product [NH2:1][C:2]1[NH:7][C:6](=[O:8])[C:5]([C:10]([NH:12][CH2:13][CH:14]2[CH2:19][CH2:18][N:17]([CH2:20][CH2:21][CH2:22][O:23][CH3:24])[CH2:16][CH2:15]2)=[O:11])=[CH:4][C:3]=1[Cl:25], predict the reactants needed to synthesize it. The reactants are: [NH2:1][C:2]1[N:7]=[C:6]([O:8]C)[C:5]([C:10]([NH:12][CH2:13][CH:14]2[CH2:19][CH2:18][N:17]([CH2:20][CH2:21][CH2:22][O:23][CH3:24])[CH2:16][CH2:15]2)=[O:11])=[CH:4][C:3]=1[Cl:25]. (6) Given the product [OH:35][C@@H:32]1[CH2:33][CH2:34][N:29]([C@@H:28]([CH3:27])[CH2:44][N:1]2[CH2:6][CH2:5][CH:4]([NH:7][C:8]([C:10]3[NH:11][C:12]4[C:17]([CH:18]=3)=[C:16]([O:19][CH2:20][C:21]3[CH:25]=[CH:24][O:23][CH:22]=3)[CH:15]=[CH:14][CH:13]=4)=[O:9])[CH2:3][CH2:2]2)[CH2:30][C@H:31]1[CH3:42], predict the reactants needed to synthesize it. The reactants are: [NH:1]1[CH2:6][CH2:5][CH:4]([NH:7][C:8]([C:10]2[NH:11][C:12]3[C:17]([CH:18]=2)=[C:16]([O:19][CH2:20][C:21]2[CH:25]=[CH:24][O:23][CH:22]=2)[CH:15]=[CH:14][CH:13]=3)=[O:9])[CH2:3][CH2:2]1.O[C@H:27](C)[CH2:28][N:29]1[CH2:34][CH2:33][C@@H:32]([O:35]C(=O)C(C)(C)C)[C@H:31]([CH3:42])[CH2:30]1.[C:44](OC(=O)NC1CCN(C[C@@H](N2CCC(O)CC2)C)CC1)(C)(C)C. (7) Given the product [ClH:31].[NH2:8][CH2:9][CH2:10][CH2:11][C:12]1[C:20]2[C:15](=[CH:16][CH:17]=[C:18]([C:21]3[CH:26]=[CH:25][CH:24]=[CH:23][C:22]=3[F:27])[CH:19]=2)[NH:14][C:13]=1[C:28]([OH:30])=[O:29], predict the reactants needed to synthesize it. The reactants are: C(OC([NH:8][CH2:9][CH2:10][CH2:11][C:12]1[C:20]2[C:15](=[CH:16][CH:17]=[C:18]([C:21]3[CH:26]=[CH:25][CH:24]=[CH:23][C:22]=3[F:27])[CH:19]=2)[NH:14][C:13]=1[C:28]([OH:30])=[O:29])=O)(C)(C)C.[ClH:31].C(OCC)C. (8) Given the product [CH3:1][O:2][C:3]([CH:5]1[CH2:9][CH2:8][CH2:7][CH:6]1[NH:10][CH2:16][C:15]1[CH:18]=[CH:19][C:12]([F:11])=[CH:13][CH:14]=1)=[O:4], predict the reactants needed to synthesize it. The reactants are: [CH3:1][O:2][C:3]([CH:5]1[CH2:9][CH2:8][CH2:7][CH:6]1[NH2:10])=[O:4].[F:11][C:12]1[CH:19]=[CH:18][C:15]([CH:16]=O)=[CH:14][CH:13]=1.C([BH3-])#N.[Na+].C(=O)(O)[O-].[Na+]. (9) Given the product [F:15][C:16]1[CH:17]=[CH:18][C:19]([O:22][C:23]2[CH:24]=[C:25]([C:30]([NH:32][C:33]3[N:38]=[CH:37][C:36]([C:39]([O:41][CH3:42])=[O:40])=[CH:35][CH:34]=3)=[O:31])[CH:26]=[C:27]([O:29][C@@H:44]([CH3:45])[C:43]#[CH:48])[CH:28]=2)=[CH:20][CH:21]=1, predict the reactants needed to synthesize it. The reactants are: N(C(OC(C)C)=O)=NC(OC(C)C)=O.[F:15][C:16]1[CH:21]=[CH:20][C:19]([O:22][C:23]2[CH:24]=[C:25]([C:30]([NH:32][C:33]3[N:38]=[CH:37][C:36]([C:39]([O:41][CH3:42])=[O:40])=[CH:35][CH:34]=3)=[O:31])[CH:26]=[C:27]([OH:29])[CH:28]=2)=[CH:18][CH:17]=1.[C:43]1(P([C:43]2[CH:48]=CC=[CH:45][CH:44]=2)[C:43]2[CH:48]=CC=[CH:45][CH:44]=2)[CH:48]=CC=[CH:45][CH:44]=1.CC(O)C#C. (10) Given the product [Br:21][C:2]1[CH:3]=[N:4][C:5]2[NH:6][C:7]3[CH2:8][CH2:9][CH2:10][CH2:11][C:12]=3[C:13]=2[N:1]=1, predict the reactants needed to synthesize it. The reactants are: [N:1]1[C:13]2[C:12]3[CH2:11][CH2:10][CH2:9][CH2:8][C:7]=3[NH:6][C:5]=2[N:4]=[CH:3][CH:2]=1.C1C(=O)N([Br:21])C(=O)C1.